This data is from Peptide-MHC class II binding affinity with 134,281 pairs from IEDB. The task is: Regression. Given a peptide amino acid sequence and an MHC pseudo amino acid sequence, predict their binding affinity value. This is MHC class II binding data. (1) The peptide sequence is ELLGVEPPSESDLEF. The MHC is DRB1_0101 with pseudo-sequence DRB1_0101. The binding affinity (normalized) is 0.526. (2) The peptide sequence is SQQLELSWNLNGLQAY. The MHC is DRB1_0401 with pseudo-sequence DRB1_0401. The binding affinity (normalized) is 0.161. (3) The peptide sequence is SDYVYQPFPKTVWEQ. The MHC is HLA-DQA10301-DQB10302 with pseudo-sequence HLA-DQA10301-DQB10302. The binding affinity (normalized) is 0.159.